Predict the product of the given reaction. From a dataset of Forward reaction prediction with 1.9M reactions from USPTO patents (1976-2016). (1) Given the reactants [CH3:1][O:2][C:3](=[O:16])[C:4]1[CH:12]=[CH:11][C:7]([C:8](O)=[O:9])=[C:6]([N+:13]([O-:15])=[O:14])[CH:5]=1.S(Cl)([Cl:19])=O, predict the reaction product. The product is: [CH3:1][O:2][C:3](=[O:16])[C:4]1[CH:12]=[CH:11][C:7]([C:8]([Cl:19])=[O:9])=[C:6]([N+:13]([O-:15])=[O:14])[CH:5]=1. (2) Given the reactants C(OC([NH:8][C:9]1[S:13][C:12]([C:14]2[C:19]([F:20])=[CH:18][CH:17]=[CH:16][C:15]=2[F:21])=[N:11][C:10]=1[C:22]([OH:24])=[O:23])=O)(C)(C)C.Cl.O1CCOCC1, predict the reaction product. The product is: [NH2:8][C:9]1[S:13][C:12]([C:14]2[C:19]([F:20])=[CH:18][CH:17]=[CH:16][C:15]=2[F:21])=[N:11][C:10]=1[C:22]([OH:24])=[O:23]. (3) Given the reactants C(OC([NH:8][CH:9]1[CH2:12][N:11]([C:13]2[C:24]([C:25]#[N:26])=[CH:23][C:16]([C:17]([O:19][CH:20]([CH3:22])[CH3:21])=[O:18])=[C:15]([CH3:27])[N:14]=2)[CH2:10]1)=O)(C)(C)C.[C:28]([OH:34])([C:30]([F:33])([F:32])[F:31])=[O:29], predict the reaction product. The product is: [F:31][C:30]([F:33])([F:32])[C:28]([OH:34])=[O:29].[F:31][C:30]([F:33])([F:32])[C:28]([OH:34])=[O:29].[NH2:8][CH:9]1[CH2:10][N:11]([C:13]2[C:24]([C:25]#[N:26])=[CH:23][C:16]([C:17]([O:19][CH:20]([CH3:22])[CH3:21])=[O:18])=[C:15]([CH3:27])[N:14]=2)[CH2:12]1.